From a dataset of Catalyst prediction with 721,799 reactions and 888 catalyst types from USPTO. Predict which catalyst facilitates the given reaction. (1) Reactant: [N+:1]([C:4]1[CH:9]=[CH:8][C:7]([NH:10][C:11](=[O:25])[C:12]2[CH:17]=[CH:16][CH:15]=[C:14]([NH:18][C:19]3[CH:24]=[CH:23][N:22]=[CH:21][CH:20]=3)[CH:13]=2)=[CH:6][CH:5]=1)([O-:3])=[O:2].[CH3:26][O:27][S:28]([C:31]1[CH:36]=[CH:35][C:34]([CH3:37])=[CH:33][CH:32]=1)(=[O:30])=[O:29]. Product: [CH3:37][C:34]1[CH:33]=[CH:32][C:31]([S:28]([O-:30])(=[O:29])=[O:27])=[CH:36][CH:35]=1.[CH3:26][N+:22]1[CH:21]=[CH:20][C:19]([NH:18][C:14]2[CH:15]=[CH:16][CH:17]=[C:12]([C:11]([NH:10][C:7]3[CH:6]=[CH:5][C:4]([N+:1]([O-:3])=[O:2])=[CH:9][CH:8]=3)=[O:25])[CH:13]=2)=[CH:24][CH:23]=1. The catalyst class is: 3. (2) Reactant: [CH3:1][N:2]1[C:6]([C:7]2[CH2:12][CH2:11][N:10]([C:13]([O:15][C:16]([CH3:19])([CH3:18])[CH3:17])=[O:14])[CH2:9][CH:8]=2)=[C:5]([N+:20]([O-])=O)[CH:4]=[N:3]1.[Cl-].[NH4+]. Product: [NH2:20][C:5]1[CH:4]=[N:3][N:2]([CH3:1])[C:6]=1[C:7]1[CH2:12][CH2:11][N:10]([C:13]([O:15][C:16]([CH3:18])([CH3:17])[CH3:19])=[O:14])[CH2:9][CH:8]=1. The catalyst class is: 190. (3) Product: [Cl:16][C:11]1[CH:12]=[CH:13][CH:14]=[CH:15][C:10]=1[CH2:9][N:7]([CH3:8])[C:6]([CH:5]=[C:4]([OH:18])[C:3]([OH:19])=[O:2])=[O:17]. Reactant: C[O:2][C:3](=[O:19])[C:4]([OH:18])=[CH:5][C:6](=[O:17])[N:7]([CH2:9][C:10]1[CH:15]=[CH:14][CH:13]=[CH:12][C:11]=1[Cl:16])[CH3:8].[OH-].[Na+]. The catalyst class is: 5. (4) Reactant: [I:1][C:2]1[CH:3]=[C:4]([CH2:13][C:14]([O:16]C)=[O:15])[CH:5]=[CH:6][C:7]=1[N:8]1[CH:12]=[N:11][N:10]=[N:9]1.O[Li].O. Product: [I:1][C:2]1[CH:3]=[C:4]([CH2:13][C:14]([OH:16])=[O:15])[CH:5]=[CH:6][C:7]=1[N:8]1[CH:12]=[N:11][N:10]=[N:9]1. The catalyst class is: 87. (5) Reactant: Br[CH:2]1[CH2:6][N:5]([S:7]([C:10]2[CH:15]=[CH:14][C:13]([CH3:16])=[CH:12][CH:11]=2)(=[O:9])=[O:8])[CH2:4][C:3]1=[O:17].[Cl:18][CH2:19][CH2:20][CH2:21][O:22][C:23]1[CH:28]=[CH:27][C:26]([C:29](=[S:31])[NH2:30])=[CH:25][CH:24]=1. Product: [Cl:18][CH2:19][CH2:20][CH2:21][O:22][C:23]1[CH:28]=[CH:27][C:26]([C:29]2[S:31][CH:2]3[CH2:6][N:5]([S:7]([C:10]4[CH:15]=[CH:14][C:13]([CH3:16])=[CH:12][CH:11]=4)(=[O:9])=[O:8])[CH2:4][C:3]3([OH:17])[N:30]=2)=[CH:25][CH:24]=1. The catalyst class is: 9.